From a dataset of Forward reaction prediction with 1.9M reactions from USPTO patents (1976-2016). Predict the product of the given reaction. (1) Given the reactants Cl.[Cl:2][C:3]1[CH:4]=[C:5]([CH:33]=[CH:34][CH:35]=1)[C:6]([NH:8][C:9]1[CH:14]=[CH:13][C:12]([NH:15][C:16]2[C:25]3[C:20](=[CH:21][C:22]([O:28][CH2:29][CH2:30][CH2:31]Cl)=[C:23]([O:26][CH3:27])[CH:24]=3)[N:19]=[CH:18][N:17]=2)=[CH:11][N:10]=1)=[O:7].[NH2:36][C:37]([CH3:42])([CH3:41])[CH2:38][CH2:39][OH:40].[I-].[K+].CO, predict the reaction product. The product is: [NH3:8].[Cl:2][C:3]1[CH:4]=[C:5]([CH:33]=[CH:34][CH:35]=1)[C:6]([NH:8][C:9]1[CH:14]=[CH:13][C:12]([NH:15][C:16]2[C:25]3[C:20](=[CH:21][C:22]([O:28][CH2:29][CH2:30][CH2:31][NH:36][C:37]([CH3:42])([CH3:41])[CH2:38][CH2:39][OH:40])=[C:23]([O:26][CH3:27])[CH:24]=3)[N:19]=[CH:18][N:17]=2)=[CH:11][N:10]=1)=[O:7]. (2) Given the reactants FC(F)(F)C(O)=O.[Cl:8][C:9]1[CH:14]=[CH:13][C:12]([CH2:15][C:16]([O:18]C)=[O:17])=[C:11]([CH2:20][N:21]2[CH2:26][CH2:25][NH:24][C@@H:23]([CH2:27][CH3:28])[CH2:22]2)[CH:10]=1.[Cl:29][C:30]1[CH:35]=[CH:34][C:33]([CH2:36][C:37](Cl)=[O:38])=[CH:32][CH:31]=1, predict the reaction product. The product is: [Cl:8][C:9]1[CH:14]=[CH:13][C:12]([CH2:15][C:16]([OH:18])=[O:17])=[C:11]([CH2:20][N:21]2[CH2:26][CH2:25][N:24]([C:37](=[O:38])[CH2:36][C:33]3[CH:34]=[CH:35][C:30]([Cl:29])=[CH:31][CH:32]=3)[C@@H:23]([CH2:27][CH3:28])[CH2:22]2)[CH:10]=1. (3) Given the reactants [C:1]([N:4]1[C:8]2=[CH:9][CH:10]=[C:11](I)[C:12](=[O:13])[N:7]2[C@H:6]([C:15]2[CH:20]=[CH:19][C:18]([Cl:21])=[CH:17][CH:16]=2)[C@@H:5]1[C:22]1[CH:27]=[CH:26][C:25]([Cl:28])=[CH:24][CH:23]=1)(=[O:3])[CH3:2].[CH3:29][O:30][C:31]1[CH:32]=[C:33](B(O)O)[CH:34]=[CH:35][C:36]=1[O:37][CH3:38], predict the reaction product. The product is: [C:1]([N:4]1[C:8]2=[CH:9][CH:10]=[C:11]([C:34]3[CH:33]=[CH:32][C:31]([O:30][CH3:29])=[C:36]([O:37][CH3:38])[CH:35]=3)[C:12](=[O:13])[N:7]2[C@H:6]([C:15]2[CH:20]=[CH:19][C:18]([Cl:21])=[CH:17][CH:16]=2)[C@@H:5]1[C:22]1[CH:27]=[CH:26][C:25]([Cl:28])=[CH:24][CH:23]=1)(=[O:3])[CH3:2]. (4) Given the reactants [NH2:1][C@H:2]1[CH2:6][N:5]([C:7]2[C:16]3[C:11](=[CH:12][CH:13]=[C:14]([CH3:17])[CH:15]=3)[N:10]=[C:9]([N:18]3[CH2:24][C:23]4[CH:25]=[CH:26][CH:27]=[CH:28][C:22]=4[S:21](=[O:30])(=[O:29])[CH2:20][CH2:19]3)[CH:8]=2)[CH2:4][C@H:3]1[OH:31].C([O-])(=O)C.[Na+].[N:37]#[C:38]Br, predict the reaction product. The product is: [O:29]=[S:21]1(=[O:30])[C:22]2[CH:28]=[CH:27][CH:26]=[CH:25][C:23]=2[CH2:24][N:18]([C:9]2[CH:8]=[C:7]([N:5]3[CH2:4][C@H:3]4[C@H:2]([N:1]=[C:38]([NH2:37])[O:31]4)[CH2:6]3)[C:16]3[C:11](=[CH:12][CH:13]=[C:14]([CH3:17])[CH:15]=3)[N:10]=2)[CH2:19][CH2:20]1.